Dataset: Peptide-MHC class I binding affinity with 185,985 pairs from IEDB/IMGT. Task: Regression. Given a peptide amino acid sequence and an MHC pseudo amino acid sequence, predict their binding affinity value. This is MHC class I binding data. (1) The peptide sequence is FQSMHFTDM. The MHC is HLA-B08:01 with pseudo-sequence HLA-B08:01. The binding affinity (normalized) is 0.590. (2) The peptide sequence is FPYSTFPII. The MHC is Patr-B0101 with pseudo-sequence Patr-B0101. The binding affinity (normalized) is 0.0833. (3) The peptide sequence is YEGNSPFHPL. The MHC is HLA-B44:03 with pseudo-sequence HLA-B44:03. The binding affinity (normalized) is 0.101.